This data is from NCI-60 drug combinations with 297,098 pairs across 59 cell lines. The task is: Regression. Given two drug SMILES strings and cell line genomic features, predict the synergy score measuring deviation from expected non-interaction effect. (1) Drug 1: C1=CC(=CC=C1CCCC(=O)O)N(CCCl)CCCl. Drug 2: CC1=C(C=C(C=C1)NC(=O)C2=CC=C(C=C2)CN3CCN(CC3)C)NC4=NC=CC(=N4)C5=CN=CC=C5. Cell line: SF-539. Synergy scores: CSS=13.7, Synergy_ZIP=-1.82, Synergy_Bliss=-8.19, Synergy_Loewe=-6.12, Synergy_HSA=-5.41. (2) Drug 1: CC(C)NC(=O)C1=CC=C(C=C1)CNNC.Cl. Cell line: SF-539. Synergy scores: CSS=23.0, Synergy_ZIP=-9.05, Synergy_Bliss=-7.39, Synergy_Loewe=-4.17, Synergy_HSA=-3.93. Drug 2: C(CCl)NC(=O)N(CCCl)N=O. (3) Cell line: BT-549. Drug 2: C1CN(P(=O)(OC1)NCCCl)CCCl. Drug 1: C1CCC(CC1)NC(=O)N(CCCl)N=O. Synergy scores: CSS=11.3, Synergy_ZIP=-2.32, Synergy_Bliss=4.86, Synergy_Loewe=-9.64, Synergy_HSA=3.74. (4) Drug 1: CCC1=C2CN3C(=CC4=C(C3=O)COC(=O)C4(CC)O)C2=NC5=C1C=C(C=C5)O. Drug 2: CCC1(CC2CC(C3=C(CCN(C2)C1)C4=CC=CC=C4N3)(C5=C(C=C6C(=C5)C78CCN9C7C(C=CC9)(C(C(C8N6C)(C(=O)OC)O)OC(=O)C)CC)OC)C(=O)OC)O.OS(=O)(=O)O. Cell line: HOP-62. Synergy scores: CSS=47.4, Synergy_ZIP=5.22, Synergy_Bliss=4.99, Synergy_Loewe=-20.9, Synergy_HSA=3.65.